Task: Predict the reaction yield, written as a fraction of the theoretical maximum amount of product (1.0 means a 100% yield; for example, 0.34 means a 34% yield).. Dataset: Reaction yield outcomes from USPTO patents with 853,638 reactions (1) The reactants are N#N.[CH2:3]([NH:10][C:11](=[O:29])[C:12]1[CH:17]=[C:16](B2OC(C)(C)C(C)(C)O2)[CH:15]=[CH:14][C:13]=1[O:27][CH3:28])[C:4]1[CH:9]=[CH:8][CH:7]=[CH:6][CH:5]=1.Br[C:31]1[C:40]2[C:35](=[CH:36][CH:37]=[CH:38][CH:39]=2)[C:34](=[O:41])[N:33]([CH3:42])[CH:32]=1.[O-]P([O-])([O-])=O.[K+].[K+].[K+]. The catalyst is O1CCOCC1.C1C=CC(P(C2C=CC=CC=2)[C-]2C=CC=C2)=CC=1.C1C=CC(P(C2C=CC=CC=2)[C-]2C=CC=C2)=CC=1.Cl[Pd]Cl.[Fe+2]. The product is [CH2:3]([NH:10][C:11](=[O:29])[C:12]1[CH:17]=[C:16]([C:31]2[C:40]3[C:35](=[CH:36][CH:37]=[CH:38][CH:39]=3)[C:34](=[O:41])[N:33]([CH3:42])[CH:32]=2)[CH:15]=[CH:14][C:13]=1[O:27][CH3:28])[C:4]1[CH:5]=[CH:6][CH:7]=[CH:8][CH:9]=1. The yield is 0.710. (2) The reactants are C(OC(=O)N=NC(OC(C)(C)C)=O)(C)(C)C.[Si:17]([O:34][C@H:35]([CH2:45][CH2:46]O)[C:36]([NH:38][C:39]1[CH:44]=[CH:43][CH:42]=[CH:41][CH:40]=1)=[O:37])([C:30]([CH3:33])([CH3:32])[CH3:31])([C:24]1[CH:29]=[CH:28][CH:27]=[CH:26][CH:25]=1)[C:18]1[CH:23]=[CH:22][CH:21]=[CH:20][CH:19]=1. The catalyst is C1COCC1. The yield is 0.960. The product is [Si:17]([O:34][C@@H:35]1[CH2:45][CH2:46][N:38]([C:39]2[CH:40]=[CH:41][CH:42]=[CH:43][CH:44]=2)[C:36]1=[O:37])([C:30]([CH3:33])([CH3:32])[CH3:31])([C:24]1[CH:25]=[CH:26][CH:27]=[CH:28][CH:29]=1)[C:18]1[CH:23]=[CH:22][CH:21]=[CH:20][CH:19]=1. (3) The reactants are [CH2:1]=[C:2]([CH:4]1[CH2:15][CH2:14][CH2:13][CH2:12][CH2:11][CH2:10][CH2:9][CH2:8][CH2:7][CH2:6][C:5]1=[O:16])[CH3:3].[CH:17](=[O:19])[CH3:18].B(F)(F)F.CCOCC. The catalyst is ClCCCl. The product is [CH3:3][C:2]1=[CH:4][CH2:15][CH2:14][CH2:13][CH2:12][CH2:11][CH2:10][CH2:9][CH2:8][CH2:7][CH2:6][C:5](=[O:16])[O:19][CH:17]([CH3:18])[CH2:1]1. The yield is 0.880. (4) The reactants are [CH3:1][N:2]1[C:6]([C:7]2[CH:8]=[C:9]([NH2:21])[CH:10]=[CH:11][C:12]=2[O:13][CH2:14][CH2:15][N:16]2[CH2:20][CH2:19][CH2:18][CH2:17]2)=[CH:5][CH:4]=[N:3]1.[F:22][C:23]1[CH:24]=[C:25]([CH:29]=[CH:30][C:31]=1[C:32]([F:35])([F:34])[F:33])[C:26](Cl)=[O:27].C(N(CC)CC)C. The catalyst is C(Cl)Cl. The product is [F:22][C:23]1[CH:24]=[C:25]([CH:29]=[CH:30][C:31]=1[C:32]([F:33])([F:34])[F:35])[C:26]([NH:21][C:9]1[CH:10]=[CH:11][C:12]([O:13][CH2:14][CH2:15][N:16]2[CH2:20][CH2:19][CH2:18][CH2:17]2)=[C:7]([C:6]2[N:2]([CH3:1])[N:3]=[CH:4][CH:5]=2)[CH:8]=1)=[O:27]. The yield is 0.880. (5) The reactants are [Cl:1][CH2:2][CH2:3][CH2:4][S:5]([O:8][CH2:9][C:10]([CH3:34])([CH3:33])[C@@H:11]([O:23]CC1C=CC(OC)=CC=1)[C:12]([O:14][CH2:15][CH2:16][O:17][C:18]([O:20][CH2:21][CH3:22])=[O:19])=[O:13])(=[O:7])=[O:6].ClC1C(=O)C(C#N)=C(C#N)C(=O)C=1Cl. The catalyst is ClCCl.O. The product is [Cl:1][CH2:2][CH2:3][CH2:4][S:5]([O:8][CH2:9][C:10]([CH3:33])([CH3:34])[C@@H:11]([OH:23])[C:12]([O:14][CH2:15][CH2:16][O:17][C:18]([O:20][CH2:21][CH3:22])=[O:19])=[O:13])(=[O:7])=[O:6]. The yield is 0.190. (6) The reactants are [CH2:1]([C@H:3]1[N:12]([C:13](=[O:22])[C:14]2[CH:19]=[CH:18][C:17]([O:20]C)=[CH:16][CH:15]=2)[C:11]2[C:6](=[CH:7][CH:8]=[C:9]([F:23])[CH:10]=2)[N:5]([CH2:24][C:25]([F:28])([F:27])[F:26])[C:4]1=[O:29])[CH3:2].C([C@H]1N(C(=O)C2C=CC(O)=CC=2)C2C(=CC(F)=CC=2)N(C)C1=O)C. No catalyst specified. The product is [CH2:1]([C@H:3]1[N:12]([C:13](=[O:22])[C:14]2[CH:15]=[CH:16][C:17]([OH:20])=[CH:18][CH:19]=2)[C:11]2[C:6](=[CH:7][CH:8]=[C:9]([F:23])[CH:10]=2)[N:5]([CH2:24][C:25]([F:27])([F:28])[F:26])[C:4]1=[O:29])[CH3:2]. The yield is 0.730. (7) The reactants are [CH3:1][C:2]1[CH:3]=[C:4]([CH:8]=[C:9]([C:11]2[O:19][C:18]3[C:13](=[N:14][CH:15]=[CH:16][C:17]=3[C:20]3[CH:25]=[CH:24][CH:23]=[CH:22][CH:21]=3)[CH:12]=2)[CH:10]=1)[C:5](O)=[O:6].Cl.CN(C)CCCN=C=NCC.CN1CCOCC1.[NH2:45][C:46]([CH3:50])([CH3:49])[CH2:47][OH:48]. The catalyst is CN(C)C=O.O. The product is [OH:48][CH2:47][C:46]([NH:45][C:5](=[O:6])[C:4]1[CH:8]=[C:9]([C:11]2[O:19][C:18]3[C:13](=[N:14][CH:15]=[CH:16][C:17]=3[C:20]3[CH:21]=[CH:22][CH:23]=[CH:24][CH:25]=3)[CH:12]=2)[CH:10]=[C:2]([CH3:1])[CH:3]=1)([CH3:50])[CH3:49]. The yield is 0.420. (8) The reactants are [CH2:1]([O:3][C:4]1[CH:5]=[C:6]([N:13]2[CH2:18][CH2:17][CH:16]([OH:19])[CH2:15][CH2:14]2)[CH:7]=[CH:8][C:9]=1[N+:10]([O-:12])=[O:11])[CH3:2].C([O-])(O)=O.[Na+].CC(OI1(OC(C)=O)(OC(C)=O)OC(=O)C2C1=CC=CC=2)=O.O. The catalyst is C(Cl)Cl. The product is [CH2:1]([O:3][C:4]1[CH:5]=[C:6]([N:13]2[CH2:18][CH2:17][C:16](=[O:19])[CH2:15][CH2:14]2)[CH:7]=[CH:8][C:9]=1[N+:10]([O-:12])=[O:11])[CH3:2]. The yield is 0.540.